Task: Predict which catalyst facilitates the given reaction.. Dataset: Catalyst prediction with 721,799 reactions and 888 catalyst types from USPTO (1) The catalyst class is: 383. Reactant: [NH2:1][C:2]1[C:3]([CH:10]2[CH2:14][CH2:13][CH2:12][CH2:11]2)=[N:4][O:5][C:6]=1[C:7]([NH2:9])=[O:8].[CH3:15][O:16][C:17]1[CH:22]=[CH:21][C:20]([CH2:23][C:24](Cl)=[O:25])=[CH:19][CH:18]=1. Product: [CH:10]1([C:3]2[C:2]([NH:1][C:24](=[O:25])[CH2:23][C:20]3[CH:21]=[CH:22][C:17]([O:16][CH3:15])=[CH:18][CH:19]=3)=[C:6]([C:7]([NH2:9])=[O:8])[O:5][N:4]=2)[CH2:11][CH2:12][CH2:13][CH2:14]1. (2) Reactant: [C:1]1([C:21]2[CH:26]=[CH:25][CH:24]=[CH:23][CH:22]=2)[CH:6]=[CH:5][C:4]([O:7][CH2:8][C:9]([NH:11][C:12]2[C:13]([C:17]([O:19]C)=[O:18])=[CH:14][S:15][CH:16]=2)=[O:10])=[CH:3][CH:2]=1.Cl.N1C=CC=CC=1.Cl. Product: [C:1]1([C:21]2[CH:26]=[CH:25][CH:24]=[CH:23][CH:22]=2)[CH:2]=[CH:3][C:4]([O:7][CH2:8][C:9]([NH:11][C:12]2[C:13]([C:17]([OH:19])=[O:18])=[CH:14][S:15][CH:16]=2)=[O:10])=[CH:5][CH:6]=1. The catalyst class is: 17. (3) Reactant: C([Si](C)(C)[O:6][C:7]1[CH:12]=[CH:11][C:10]([C:13]([O:22][CH2:23][C:24]2[CH:29]=[CH:28][C:27]([O:30][CH3:31])=[CH:26][CH:25]=2)([C:18]([F:21])([F:20])[F:19])[C:14]([F:17])([F:16])[F:15])=[CH:9][CH:8]=1)(C)(C)C.CCCC[N+](CCCC)(CCCC)CCCC.[F-].OS([O-])(=O)=O.[K+]. Product: [F:15][C:14]([F:16])([F:17])[C:13]([C:10]1[CH:11]=[CH:12][C:7]([OH:6])=[CH:8][CH:9]=1)([O:22][CH2:23][C:24]1[CH:25]=[CH:26][C:27]([O:30][CH3:31])=[CH:28][CH:29]=1)[C:18]([F:19])([F:21])[F:20]. The catalyst class is: 1. (4) Reactant: [C:1]([C:3]1[CH:4]=[CH:5][C:6]([O:27][CH2:28][C:29]2[CH:34]=[CH:33][CH:32]=[CH:31][CH:30]=2)=[C:7]([CH2:9][C:10]([NH:12][C:13]2[CH:18]=[CH:17][C:16]([C:19]([N:21]3[CH2:25][CH2:24][CH2:23][CH2:22]3)=[O:20])=[C:15]([CH3:26])[CH:14]=2)=[O:11])[CH:8]=1)#[N:2].Cl.[NH2:36][OH:37].[C:38](=[O:41])([O-])[O-:39].[Cs+].[Cs+].[C:44](=O)([O-])[O-].[Na+].[Na+]. Product: [OH:37][NH:36][C:1]([C:3]1[CH:4]=[CH:5][C:6]([O:27][CH2:28][C:29]2[CH:34]=[CH:33][CH:32]=[CH:31][CH:30]=2)=[C:7]([CH2:9][C:10]([NH:12][C:13]2[CH:18]=[CH:17][C:16]([C:19]([N:21]3[CH2:25][CH2:24][CH2:23][CH2:22]3)=[O:20])=[C:15]([CH3:26])[CH:14]=2)=[O:11])[CH:8]=1)=[NH:2].[C:38]([O-:39])(=[O:41])[CH3:44]. The catalyst class is: 24.